Task: Predict the reaction yield, written as a fraction of the theoretical maximum amount of product (1.0 means a 100% yield; for example, 0.34 means a 34% yield).. Dataset: Reaction yield outcomes from USPTO patents with 853,638 reactions The reactants are [CH3:1][N:2]1[C:6]([CH3:7])=[C:5]([N+:8]([O-])=O)[CH:4]=[N:3]1.[ClH:11]. The catalyst is CO.[Pd]. The product is [ClH:11].[CH3:1][N:2]1[C:6]([CH3:7])=[C:5]([NH2:8])[CH:4]=[N:3]1. The yield is 0.959.